From a dataset of Catalyst prediction with 721,799 reactions and 888 catalyst types from USPTO. Predict which catalyst facilitates the given reaction. (1) Reactant: NC1C=CNN=1.O/[CH:8]=[C:9]1\[C:10](=[O:18])[NH:11][C:12]2[C:17]\1=[CH:16][CH:15]=[CH:14][CH:13]=2.[C:19]([C:23]1[O:27][C:26]([CH3:28])=[C:25]([C:29]2[CH:30]=[C:31]([NH2:34])[NH:32][N:33]=2)[CH:24]=1)([CH3:22])([CH3:21])[CH3:20]. Product: [C:19]([C:23]1[O:27][C:26]([CH3:28])=[C:25]([C:29]2[CH:30]=[C:31]([NH:34][CH:8]=[C:9]3[C:17]4[C:12](=[CH:13][CH:14]=[CH:15][CH:16]=4)[NH:11][C:10]3=[O:18])[NH:32][N:33]=2)[CH:24]=1)([CH3:22])([CH3:20])[CH3:21]. The catalyst class is: 7. (2) Reactant: C1(S([N:10]2[C:14]3[S:15][C:16]([C:24]#N)=[C:17]([C:18]4[CH:23]=[CH:22][CH:21]=[CH:20][CH:19]=4)[C:13]=3[C:12]([N:26]3[CH2:31][CH2:30][CH:29]([CH2:32][O:33][CH2:34][CH2:35][N:36]4[CH2:40][CH2:39][CH2:38][CH2:37]4)[CH2:28][CH2:27]3)=[N:11]2)(=O)=O)C=CC=CC=1.[OH-:41].[Li+].C[OH:44]. Product: [C:18]1([C:17]2[C:13]3[C:12]([N:26]4[CH2:31][CH2:30][CH:29]([CH2:32][O:33][CH2:34][CH2:35][N:36]5[CH2:40][CH2:39][CH2:38][CH2:37]5)[CH2:28][CH2:27]4)=[N:11][NH:10][C:14]=3[S:15][C:16]=2[C:24]([OH:44])=[O:41])[CH:19]=[CH:20][CH:21]=[CH:22][CH:23]=1. The catalyst class is: 6. (3) The catalyst class is: 5. Reactant: [CH2:1]=O.[CH3:3][Si:4]([CH2:7][NH:8][CH:9]([CH3:16])[C:10]1[CH:15]=[CH:14][CH:13]=[CH:12][CH:11]=1)([CH3:6])[CH3:5].[C:17](=[O:20])([O-])[O-].[K+].[K+]. Product: [CH3:1][O:20][CH2:17][N:8]([CH:9]([CH3:16])[C:10]1[CH:15]=[CH:14][CH:13]=[CH:12][CH:11]=1)[CH2:7][Si:4]([CH3:3])([CH3:5])[CH3:6]. (4) Reactant: [Cl:1][C:2]1[S:6][C:5]([C:7]([NH:9][C:10]2[CH:18]=[CH:17][CH:16]=[C:15]3[C:11]=2[C:12](=[O:26])[N:13]([CH:20]2[CH2:25][CH2:24][NH:23][CH2:22][CH2:21]2)[C:14]3=[O:19])=[O:8])=[CH:4][CH:3]=1.Br[CH2:28][C:29]#[N:30].C(N(CC)CC)C. Product: [Cl:1][C:2]1[S:6][C:5]([C:7]([NH:9][C:10]2[CH:18]=[CH:17][CH:16]=[C:15]3[C:11]=2[C:12](=[O:26])[N:13]([CH:20]2[CH2:25][CH2:24][N:23]([CH2:28][C:29]#[N:30])[CH2:22][CH2:21]2)[C:14]3=[O:19])=[O:8])=[CH:4][CH:3]=1. The catalyst class is: 3. (5) Reactant: [CH3:1][O:2][C:3]1[CH:4]=[C:5]2[C:16](=[CH:17][CH:18]=1)[C:8]1([CH2:13][CH2:12][CH2:11][CH:10]([C:14]#[N:15])[NH:9]1)[CH2:7][CH2:6]2. Product: [CH3:1][O:2][C:3]1[CH:4]=[C:5]2[C:16](=[CH:17][CH:18]=1)[C:8]1([CH2:13][CH2:12][CH2:11][CH:10]([CH2:14][NH2:15])[NH:9]1)[CH2:7][CH2:6]2. The catalyst class is: 181. (6) Reactant: [BH4-].[Na+].[Cl:3][C:4]1[CH:5]=[CH:6][C:7]([O:12][CH2:13][O:14][CH2:15][CH2:16][O:17][CH3:18])=[C:8]([CH:11]=1)[CH:9]=[O:10]. Product: [Cl:3][C:4]1[CH:5]=[CH:6][C:7]([O:12][CH2:13][O:14][CH2:15][CH2:16][O:17][CH3:18])=[C:8]([CH2:9][OH:10])[CH:11]=1. The catalyst class is: 5. (7) Reactant: Cl.[CH3:2][NH:3][O:4][CH3:5].O.ON1C2C=CC=CC=2N=N1.C(N(CC)CC)C.[F:24][C:25]1[CH:26]=[C:27]([CH:31]=[CH:32][C:33]=1[F:34])[C:28](O)=[O:29]. Product: [F:24][C:25]1[CH:26]=[C:27]([CH:31]=[CH:32][C:33]=1[F:34])[C:28]([N:3]([O:4][CH3:5])[CH3:2])=[O:29]. The catalyst class is: 408.